Task: Predict the reactants needed to synthesize the given product.. Dataset: Full USPTO retrosynthesis dataset with 1.9M reactions from patents (1976-2016) (1) Given the product [NH2:8][C:6]1[S:7][C:3]([CH2:2][N:21]2[C:29]3[C:24](=[CH:25][CH:26]=[CH:27][CH:28]=3)[C:23]3([C:30]4=[CH:40][C:39]5[O:16][CH2:37][O:36][C:35]=5[CH:34]=[C:31]4[O:32][CH2:33]3)[C:22]2=[O:41])=[C:4]([C:9]([F:12])([F:11])[F:10])[N:5]=1, predict the reactants needed to synthesize it. The reactants are: Cl[CH2:2][C:3]1[S:7][C:6]([NH2:8])=[N:5][C:4]=1[C:9]([F:12])([F:11])[F:10].BrCC1CCCC[O:16]1.[NH:21]1[C:29]2[C:24](=[CH:25][CH:26]=[CH:27][CH:28]=2)[C:23]2([CH2:33][O:32][C:31]3[CH:34]=[C:35]4[C:39](=[CH:40][C:30]2=3)C[CH2:37][O:36]4)[C:22]1=[O:41]. (2) Given the product [Cl:1][C:2]1[CH:3]=[C:4]([CH:6]=[CH:7][CH:8]=1)[NH:5][CH2:9][C:10]1[CH:15]=[CH:14][CH:13]=[CH:12][CH:11]=1, predict the reactants needed to synthesize it. The reactants are: [Cl:1][C:2]1[CH:3]=[C:4]([CH:6]=[CH:7][CH:8]=1)[NH2:5].[CH:9](=O)[C:10]1[CH:15]=[CH:14][CH:13]=[CH:12][CH:11]=1.[BH-](OC(C)=O)(OC(C)=O)OC(C)=O.[Na+].C(O)(=O)C.